This data is from HIV replication inhibition screening data with 41,000+ compounds from the AIDS Antiviral Screen. The task is: Binary Classification. Given a drug SMILES string, predict its activity (active/inactive) in a high-throughput screening assay against a specified biological target. (1) The compound is COc1ccccc1C=C(NC(=O)c1ccccc1)c1nc2ccccc2[nH]1. The result is 0 (inactive). (2) The compound is CC(=O)N1N=C(c2ccc3ccccc3c2O)CC1C(=O)c1ccco1. The result is 0 (inactive). (3) The drug is O=C1CSC(c2ccccc2O)N1c1ccc(-n2c(-c3ccccc3)nc3ccccc3c2=O)cc1. The result is 0 (inactive). (4) The molecule is COc1cc(C=NNC(=O)CC(=O)N(C(=O)c2ccc(Cl)cc2)c2ccc(C)cc2)ccc1O. The result is 0 (inactive). (5) The drug is COC(=O)C12C3C4C5(C(=O)OC)C(C1C35C(=O)N(C(C)C)C(C)C)C42C(=O)N(C(C)C)C(C)C. The result is 0 (inactive). (6) The drug is S=c1[nH][nH]c(=S)s1. The result is 1 (active). (7) The compound is N=c1ccn(CC(=O)NCCCO)c(=O)[nH]1. The result is 0 (inactive). (8) The molecule is CC(=O)N=S(NC(=O)c1ccc(C)cc1)C(Cl)(Cl)Cl. The result is 0 (inactive). (9) The molecule is C[N+]1(Cc2ccccc2)CC12CCCCC2.[O-][Cl+3]([O-])([O-])O. The result is 0 (inactive). (10) The molecule is COC(=O)c1ccc(C)cc1CC1Cc2cc(C)ccc2C1=O. The result is 0 (inactive).